From a dataset of Peptide-MHC class I binding affinity with 185,985 pairs from IEDB/IMGT. Regression. Given a peptide amino acid sequence and an MHC pseudo amino acid sequence, predict their binding affinity value. This is MHC class I binding data. (1) The peptide sequence is MTIDLDPVIY. The MHC is HLA-B35:01 with pseudo-sequence HLA-B35:01. The binding affinity (normalized) is 0.703. (2) The peptide sequence is YSHPIILGFR. The MHC is Patr-A0101 with pseudo-sequence Patr-A0101. The binding affinity (normalized) is 0.354.